From a dataset of Forward reaction prediction with 1.9M reactions from USPTO patents (1976-2016). Predict the product of the given reaction. (1) Given the reactants CC1C=CC(S([O:11][C:12]2[CH:17]=[CH:16][CH:15]=[C:14]([OH:18])[C:13]=2[N:19]2[C:23]([CH3:24])=[CH:22][C:21]([CH3:25])=[N:20]2)(=O)=O)=CC=1.[OH-].[K+], predict the reaction product. The product is: [CH3:25][C:21]1[CH:22]=[C:23]([CH3:24])[N:19]([C:13]2[C:14]([OH:18])=[CH:15][CH:16]=[CH:17][C:12]=2[OH:11])[N:20]=1. (2) Given the reactants [Cl:1][C:2]1[CH:7]=[CH:6][C:5]([N:8]=[C:9]=[O:10])=[CH:4][CH:3]=1.[OH:11][CH2:12][CH2:13][CH:14]1[O:18][C:17]2=[N:19][C:20]([N+:22]([O-:24])=[O:23])=[CH:21][N:16]2[CH2:15]1.Cl, predict the reaction product. The product is: [Cl:1][C:2]1[CH:7]=[CH:6][C:5]([NH:8][C:9](=[O:10])[O:11][CH2:12][CH2:13][CH:14]2[O:18][C:17]3=[N:19][C:20]([N+:22]([O-:24])=[O:23])=[CH:21][N:16]3[CH2:15]2)=[CH:4][CH:3]=1. (3) Given the reactants [Br:1][C:2]1[C:3]([CH3:10])=[C:4]([Cl:9])[C:5]([CH3:8])=[N:6][CH:7]=1.ClC1C=C(C=CC=1)C(OO)=[O:16], predict the reaction product. The product is: [Br:1][C:2]1[C:3]([CH3:10])=[C:4]([Cl:9])[C:5]([CH3:8])=[N+:6]([O-:16])[CH:7]=1. (4) The product is: [I:1][C:2]1[C:7]([O:8][CH3:10])=[CH:6][CH:5]=[C:4]([CH3:9])[N:3]=1. Given the reactants [I:1][C:2]1[C:7]([OH:8])=[CH:6][CH:5]=[C:4]([CH3:9])[N:3]=1.[C:10](=O)([O-])[O-].[Cs+].[Cs+].CI, predict the reaction product. (5) Given the reactants C([N:8]1[C:13](=[O:14])[C:12]([C:15]2[CH:20]=[CH:19][N:18]=[CH:17][CH:16]=2)=[C:11]([C:21]2[CH:26]=[CH:25][C:24]([Cl:27])=[CH:23][CH:22]=2)[CH:10]=[N:9]1)C1C=CC=CC=1.[Al+3].[Cl-].[Cl-].[Cl-], predict the reaction product. The product is: [Cl:27][C:24]1[CH:23]=[CH:22][C:21]([C:11]2[CH:10]=[N:9][NH:8][C:13](=[O:14])[C:12]=2[C:15]2[CH:16]=[CH:17][N:18]=[CH:19][CH:20]=2)=[CH:26][CH:25]=1. (6) Given the reactants C([O:3][C:4](=[O:29])[CH:5]=[CH:6][C:7]1[CH:12]=[CH:11][CH:10]=[C:9]([NH:13][C:14]([C:16]2[O:17][C:18]([C:21](=[O:28])[C:22]3[CH:27]=[CH:26][CH:25]=[CH:24][CH:23]=3)=[CH:19][CH:20]=2)=[O:15])[CH:8]=1)C.[OH-].[Na+], predict the reaction product. The product is: [C:21]([C:18]1[O:17][C:16]([C:14]([NH:13][C:9]2[CH:8]=[C:7]([CH:6]=[CH:5][C:4]([OH:29])=[O:3])[CH:12]=[CH:11][CH:10]=2)=[O:15])=[CH:20][CH:19]=1)(=[O:28])[C:22]1[CH:27]=[CH:26][CH:25]=[CH:24][CH:23]=1. (7) Given the reactants O/[CH:2]=[C:3]1\[C:4](=[O:13])[NH:5][C:6]2[C:11]\1=[CH:10][C:9]([Cl:12])=[CH:8][CH:7]=2.O/C=C1\C(=O)NC2C\1=CC=CC=2.[NH2:26][C:27]1[CH:31]=[CH:30][NH:29][N:28]=1, predict the reaction product. The product is: [Cl:12][C:9]1[CH:10]=[C:11]2[C:6](=[CH:7][CH:8]=1)[NH:5][C:4](=[O:13])[C:3]2=[CH:2][NH:26][C:27]1[CH:31]=[CH:30][NH:29][N:28]=1. (8) Given the reactants [Cl:1][C:2]1[N:7]=[C:6](Cl)[C:5]([F:9])=[CH:4][N:3]=1.[NH2:10][C:11]1[CH:12]=[C:13]([CH:26]=[CH:27][CH:28]=1)[CH2:14][N:15]1[CH2:20][CH2:19][CH:18]([C:21]([O:23][CH2:24][CH3:25])=[O:22])[CH2:17][CH2:16]1, predict the reaction product. The product is: [Cl:1][C:2]1[N:7]=[C:6]([NH:10][C:11]2[CH:28]=[CH:27][CH:26]=[C:13]([CH2:14][N:15]3[CH2:20][CH2:19][CH:18]([C:21]([O:23][CH2:24][CH3:25])=[O:22])[CH2:17][CH2:16]3)[CH:12]=2)[C:5]([F:9])=[CH:4][N:3]=1. (9) Given the reactants C([O:3][C:4]([C:6]1[NH:7][C:8]2[C:13]([CH:14]=1)=[CH:12][C:11]([CH:15]1[CH2:20][CH2:19][N:18]([C:21]([O:23][C:24]([CH3:27])([CH3:26])[CH3:25])=[O:22])[CH2:17][CH2:16]1)=[CH:10][CH:9]=2)=[O:5])C.[OH-].[Li+].Cl, predict the reaction product. The product is: [C:24]([O:23][C:21]([N:18]1[CH2:19][CH2:20][CH:15]([C:11]2[CH:12]=[C:13]3[C:8](=[CH:9][CH:10]=2)[NH:7][C:6]([C:4]([OH:5])=[O:3])=[CH:14]3)[CH2:16][CH2:17]1)=[O:22])([CH3:27])([CH3:25])[CH3:26].